This data is from Catalyst prediction with 721,799 reactions and 888 catalyst types from USPTO. The task is: Predict which catalyst facilitates the given reaction. (1) Reactant: [F:1][C:2]1[CH:11]=[C:10]([NH:12][S:13]([C:16]2[CH:21]=[CH:20][C:19]([B:22]3[O:26]C(C)(C)C(C)(C)[O:23]3)=[CH:18][CH:17]=2)(=[O:15])=[O:14])[C:9]([F:31])=[CH:8][C:3]=1[C:4]([O:6][CH3:7])=[O:5].I([O-])(=O)(=O)=O.[Na+].C([O-])(=O)C.[NH4+].O. Product: [F:31][C:9]1[CH:8]=[C:3]([C:4]([O:6][CH3:7])=[O:5])[C:2]([F:1])=[CH:11][C:10]=1[NH:12][S:13]([C:16]1[CH:17]=[CH:18][C:19]([B:22]([OH:23])[OH:26])=[CH:20][CH:21]=1)(=[O:15])=[O:14]. The catalyst class is: 21. (2) Reactant: [F:1][C:2]1[CH:3]=[CH:4][C:5]2[N:6]([C:8]([CH3:15])=[C:9]([C:11]([NH:13][NH2:14])=[O:12])[N:10]=2)[CH:7]=1.Cl.[N:17]([O-])=O.[Na+].C([O-])(O)=O.[Na+]. The catalyst class is: 6. Product: [F:1][C:2]1[CH:3]=[CH:4][C:5]2[N:6]([C:8]([CH3:15])=[C:9]([C:11]([N:13]=[N+:14]=[N-:17])=[O:12])[N:10]=2)[CH:7]=1. (3) Reactant: Cl.[CH3:2][N:3]1[CH:7]=[CH:6][N:5]=[C:4]1[CH2:8][NH2:9].[CH3:10][C:11]1[CH:16]=[CH:15][N:14]=[C:13]([CH:17]=[CH:18][C:19]2[C:27]3[C:22](=[CH:23][C:24]([NH:28][C:29]4[CH:37]=[CH:36][CH:35]=[CH:34][C:30]=4[C:31](O)=[O:32])=[CH:25][CH:26]=3)[N:21]([CH:38]3[CH2:43][CH2:42][CH2:41][CH2:40][O:39]3)[N:20]=2)[CH:12]=1. Product: [CH3:2][N:3]1[CH:7]=[CH:6][N:5]=[C:4]1[CH2:8][NH:9][C:31](=[O:32])[C:30]1[CH:34]=[CH:35][CH:36]=[CH:37][C:29]=1[NH:28][C:24]1[CH:23]=[C:22]2[C:27]([C:19]([CH:18]=[CH:17][C:13]3[CH:12]=[C:11]([CH3:10])[CH:16]=[CH:15][N:14]=3)=[N:20][N:21]2[CH:38]2[CH2:43][CH2:42][CH2:41][CH2:40][O:39]2)=[CH:26][CH:25]=1. The catalyst class is: 2. (4) Reactant: [CH:1]1([N:4]2[C:9]3[N:10]=[CH:11][C:12]([C:14](O)=[O:15])=[CH:13][C:8]=3[C:7](=[O:17])[N:6]([CH:18]3[CH2:20][CH2:19]3)[C:5]2=[O:21])[CH2:3][CH2:2]1.[NH2:22][CH2:23][CH:24]([CH3:38])[CH2:25][C:26]([NH:28][C:29]1[CH:34]=[CH:33][C:32]([C:35]#[N:36])=[C:31]([Cl:37])[CH:30]=1)=[O:27].CCN(C(C)C)C(C)C.C(P1(=O)OP(CCC)(=O)OP(CCC)(=O)O1)CC. Product: [Cl:37][C:31]1[CH:30]=[C:29]([NH:28][C:26](=[O:27])[CH2:25][CH:24]([CH3:38])[CH2:23][NH:22][C:14]([C:12]2[CH:11]=[N:10][C:9]3[N:4]([CH:1]4[CH2:3][CH2:2]4)[C:5](=[O:21])[N:6]([CH:18]4[CH2:20][CH2:19]4)[C:7](=[O:17])[C:8]=3[CH:13]=2)=[O:15])[CH:34]=[CH:33][C:32]=1[C:35]#[N:36]. The catalyst class is: 84. (5) Reactant: [N:1]1([NH:7][C:8]([C:10]2[C:14]([CH3:15])=[C:13]([C:16]3[CH:21]=[CH:20][C:19]([OH:22])=[CH:18][CH:17]=3)[N:12]([C:23]3[CH:28]=[CH:27][C:26]([Cl:29])=[CH:25][C:24]=3[Cl:30])[N:11]=2)=[O:9])[CH2:6][CH2:5][CH2:4][CH2:3][CH2:2]1.C(N(CC)CC)C.[Cl:38][C:39]1[S:43][C:42]([S:44](Cl)(=[O:46])=[O:45])=[CH:41][CH:40]=1. Product: [Cl:30][C:24]1[CH:25]=[C:26]([Cl:29])[CH:27]=[CH:28][C:23]=1[N:12]1[C:13]([C:16]2[CH:17]=[CH:18][C:19]([O:22][S:44]([C:42]3[S:43][C:39]([Cl:38])=[CH:40][CH:41]=3)(=[O:46])=[O:45])=[CH:20][CH:21]=2)=[C:14]([CH3:15])[C:10]([C:8](=[O:9])[NH:7][N:1]2[CH2:6][CH2:5][CH2:4][CH2:3][CH2:2]2)=[N:11]1. The catalyst class is: 4. (6) Reactant: [N:1]1[CH:6]=[CH:5][C:4]([C:7]2[N:8]=[C:9]3[CH2:15][CH2:14][CH2:13][CH2:12][CH2:11][N:10]3[C:16](=[O:18])[CH:17]=2)=[N:3][CH:2]=1.[CH3:19][Si]([N-][Si](C)(C)C)(C)C.[Li+].CI. Product: [CH3:19][CH:15]1[CH2:14][CH2:13][CH2:12][CH2:11][N:10]2[C:16](=[O:18])[CH:17]=[C:7]([C:4]3[CH:5]=[CH:6][N:1]=[CH:2][N:3]=3)[N:8]=[C:9]12. The catalyst class is: 7. (7) Reactant: [C:1]([C:3]([C:35]([N:37]1[CH2:42][CH2:41][O:40][CH2:39][CH2:38]1)=[O:36])=[CH:4][C:5]1[CH:34]=[CH:33][C:8]([NH:9][C:10]2[N:11]=[C:12]3[C:18]([C:19]([NH:21][CH:22]([CH3:24])[CH3:23])=[O:20])=[CH:17][N:16](COCC[Si](C)(C)C)[C:13]3=[N:14][CH:15]=2)=[CH:7][CH:6]=1)#[N:2].C(O)(C(F)(F)F)=O.Cl.C([O-])(O)=O.[Na+]. Product: [C:1]([C:3]([C:35]([N:37]1[CH2:38][CH2:39][O:40][CH2:41][CH2:42]1)=[O:36])=[CH:4][C:5]1[CH:34]=[CH:33][C:8]([NH:9][C:10]2[N:11]=[C:12]3[C:18]([C:19]([NH:21][CH:22]([CH3:24])[CH3:23])=[O:20])=[CH:17][NH:16][C:13]3=[N:14][CH:15]=2)=[CH:7][CH:6]=1)#[N:2]. The catalyst class is: 61.